From a dataset of Full USPTO retrosynthesis dataset with 1.9M reactions from patents (1976-2016). Predict the reactants needed to synthesize the given product. (1) Given the product [Br:15][C:11]1[CH:10]=[C:9]([C:7]2[NH:8][CH:4]=[CH:5][N:6]=2)[CH:14]=[CH:13][CH:12]=1, predict the reactants needed to synthesize it. The reactants are: C(O[CH:4](OCC)[CH2:5][NH:6][C:7]([C:9]1[CH:14]=[CH:13][CH:12]=[C:11]([Br:15])[CH:10]=1)=[NH:8])C. (2) The reactants are: [CH3:1][C:2]1[CH:7]=[CH:6][CH:5]=[C:4]([CH3:8])[C:3]=1[N:9]=[C:10]=[O:11].Cl[C:13]1[CH:18]=[CH:17][CH:16]=[C:15]([CH3:19])[C:14]=1N=C=O.[CH:23]1[CH:28]=[CH:27][C:26]([C@H:29]([NH:33][C:34]([O:36]CC2C3C(=CC=CC=3)C3C2=CC=CC=3)=O)[C:30]([OH:32])=[O:31])=[CH:25][CH:24]=1.C1CC[CH:54]([C@H:57]([NH:61]C(OCC2C3C(=CC=CC=3)C3C2=CC=CC=3)=O)[C:58](O)=O)CC1. Given the product [CH3:8][C:4]1[CH:5]=[CH:6][CH:7]=[C:2]([CH3:1])[C:3]=1[NH:9][C:10]([NH:61][C:57]1[C:54]([C:34]([NH:33][CH:29]([C:26]2[CH:25]=[CH:24][CH:23]=[CH:28][CH:27]=2)[C:30]([OH:32])=[O:31])=[O:36])=[CH:19][C:15]2[C:14]([CH:58]=1)=[CH:13][CH:18]=[CH:17][CH:16]=2)=[O:11], predict the reactants needed to synthesize it.